Task: Predict the product of the given reaction.. Dataset: Forward reaction prediction with 1.9M reactions from USPTO patents (1976-2016) Given the reactants Cl.[NH2:2][C@H:3]1[C:12]([CH2:15][CH3:16])([CH2:13][CH3:14])[C:11]2[CH:10]=[C:9]([OH:17])[CH:8]=[CH:7][C:6]=2[CH2:5][C@@H:4]1[O:18][CH3:19].[CH3:20][O:21][C:22](=[O:34])[C@H:23]([CH2:27][CH:28]1[CH2:33][CH2:32][CH2:31][CH2:30][CH2:29]1)[CH2:24][CH:25]=O.C(N(CC)CC)C.C(O[BH-](OC(=O)C)OC(=O)C)(=O)C.[Na+], predict the reaction product. The product is: [CH3:20][O:21][C:22](=[O:34])[C@H:23]([CH2:27][CH:28]1[CH2:29][CH2:30][CH2:31][CH2:32][CH2:33]1)[CH2:24][CH2:25][NH:2][C@@H:3]1[C@@H:4]([O:18][CH3:19])[CH2:5][C:6]2[C:11](=[CH:10][C:9]([OH:17])=[CH:8][CH:7]=2)[C:12]1([CH2:15][CH3:16])[CH2:13][CH3:14].